The task is: Predict which catalyst facilitates the given reaction.. This data is from Catalyst prediction with 721,799 reactions and 888 catalyst types from USPTO. (1) Reactant: O=[C:2]1[CH:7]([C:8](OCC)=[O:9])[CH2:6][CH2:5][N:4]([C:13]([O:15][C:16]([CH3:19])([CH3:18])[CH3:17])=[O:14])[CH2:3]1.O.[NH2:21][NH2:22]. Product: [O:9]=[C:8]1[C:7]2[CH2:6][CH2:5][N:4]([C:13]([O:15][C:16]([CH3:19])([CH3:18])[CH3:17])=[O:14])[CH2:3][C:2]=2[NH:22][NH:21]1. The catalyst class is: 8. (2) Reactant: [Cl-:1].[Cl:2][CH2:3][CH2:4][NH+:5]([CH2:15][CH2:16]Cl)[CH2:6][CH2:7][CH2:8][C:9]1[CH:14]=[CH:13][CH:12]=[CH:11][CH:10]=1.[F:18][C:19]1[CH:24]=[CH:23][CH:22]=[CH:21][C:20]=1[CH2:25][CH2:26][NH2:27].C(=O)([O-])[O-].[K+].[K+].[I-].[Na+]. Product: [ClH:2].[ClH:1].[F:18][C:19]1[CH:24]=[CH:23][CH:22]=[CH:21][C:20]=1[CH2:25][CH2:26][N:27]1[CH2:16][CH2:15][N:5]([CH2:6][CH2:7][CH2:8][C:9]2[CH:14]=[CH:13][CH:12]=[CH:11][CH:10]=2)[CH2:4][CH2:3]1. The catalyst class is: 288. (3) Reactant: [F:1][C:2]1[CH:3]=[C:4]([N:16]2[C:24]3[CH:23]=[C:22]([O:25][CH3:26])[CH:21]=[C:20]([OH:27])[C:19]=3[CH:18]=[N:17]2)[CH:5]=[CH:6][C:7]=1[O:8]CC1C=CC=CC=1. Product: [F:1][C:2]1[CH:3]=[C:4]([N:16]2[C:24]3[CH:23]=[C:22]([O:25][CH3:26])[CH:21]=[C:20]([OH:27])[C:19]=3[CH:18]=[N:17]2)[CH:5]=[CH:6][C:7]=1[OH:8]. The catalyst class is: 696. (4) Reactant: ClC(OCC)=O.[OH:7][C:8]1[CH:13]=[C:12]([OH:14])[CH:11]=[CH:10][C:9]=1[C:15](=O)[CH:16]([CH3:18])[CH3:17].C(N(CC)CC)C.[BH4-].[Na+].[OH-].[Na+].Cl. Product: [CH2:15]([C:9]1[CH:10]=[CH:11][C:12]([OH:14])=[CH:13][C:8]=1[OH:7])[CH:16]([CH3:18])[CH3:17]. The catalyst class is: 20. (5) Reactant: [Cl:1][C:2]1[CH:3]=[C:4]([NH:10][C:11]([CH:13]2[CH2:16][CH2:15][CH:14]2[C:17]([OH:19])=O)=[O:12])[CH:5]=[CH:6][C:7]=1[C:8]#[N:9].[CH2:20]([N:22]1[C:34]2[CH:33]=[CH:32][C:31]([NH2:35])=[CH:30][C:29]=2[C:28]2[C:23]1=[CH:24][CH:25]=[CH:26][CH:27]=2)[CH3:21].CN(C(ON1N=NC2C=CC=NC1=2)=[N+](C)C)C.F[P-](F)(F)(F)(F)F. Product: [Cl:1][C:2]1[CH:3]=[C:4]([NH:10][C:11]([CH:13]2[CH2:16][CH2:15][CH:14]2[C:17]([NH:35][C:31]2[CH:32]=[CH:33][C:34]3[N:22]([CH2:20][CH3:21])[C:23]4[C:28]([C:29]=3[CH:30]=2)=[CH:27][CH:26]=[CH:25][CH:24]=4)=[O:19])=[O:12])[CH:5]=[CH:6][C:7]=1[C:8]#[N:9]. The catalyst class is: 163. (6) Reactant: Cl[C:2]1[CH:7]=[CH:6][C:5]([N+:8]([O-:10])=[O:9])=[CH:4][C:3]=1[O:11][CH2:12][CH2:13][O:14][CH3:15].[CH3:16][N:17]1[CH2:22][CH2:21][NH:20][CH2:19][CH2:18]1.C([O-])(O)=O.[Na+]. Product: [CH3:15][O:14][CH2:13][CH2:12][O:11][C:3]1[CH:4]=[C:5]([N+:8]([O-:10])=[O:9])[CH:6]=[CH:7][C:2]=1[N:20]1[CH2:21][CH2:22][N:17]([CH3:16])[CH2:18][CH2:19]1. The catalyst class is: 3.